This data is from Reaction yield outcomes from USPTO patents with 853,638 reactions. The task is: Predict the reaction yield, written as a fraction of the theoretical maximum amount of product (1.0 means a 100% yield; for example, 0.34 means a 34% yield). (1) The reactants are [C:1]([C:5]1[CH:11]=[C:10]([CH3:12])[C:8]([NH2:9])=[C:7]([CH3:13])[CH:6]=1)([CH3:4])([CH3:3])[CH3:2].CC1C=CC=C(C)C=1N.[Cl-].[Al+3].[Cl-].[Cl-].[C:27]1([C:44]2[CH:49]=[CH:48][CH:47]=[CH:46][CH:45]=2)[CH:32]=[CH:31][CH:30]=[CH:29][C:28]=1[C:33]1O[C:35]([C:38]2[CH:43]=[CH:42][CH:41]=[CH:40][CH:39]=2)=[N:36][N:37]=1.Cl. The catalyst is CN1CCCC1=O. The product is [C:27]1([C:44]2[CH:45]=[CH:46][CH:47]=[CH:48][CH:49]=2)[CH:32]=[CH:31][CH:30]=[CH:29][C:28]=1[C:33]1[N:9]([C:8]2[C:7]([CH3:13])=[CH:6][C:5]([C:1]([CH3:4])([CH3:3])[CH3:2])=[CH:11][C:10]=2[CH3:12])[C:35]([C:38]2[CH:39]=[CH:40][CH:41]=[CH:42][CH:43]=2)=[N:36][N:37]=1. The yield is 0.730. (2) The product is [CH3:5][C:6]1([CH3:22])[CH2:11][C:10]([CH3:12])([CH3:13])[CH2:9][C:8]([CH2:16][C:17]([OH:19])=[O:18])([CH:14]=[CH2:15])[CH2:7]1. The reactants are S(Cl)(Cl)=O.[CH3:5][C:6]1([CH3:22])[CH2:11][C:10]([CH3:13])([CH3:12])[CH2:9][C:8]([CH2:16][C:17]([O:19]CC)=[O:18])([CH:14]=[CH2:15])[CH2:7]1. The catalyst is C(O)C. The yield is 0.540. (3) The reactants are [NH:1]1[C:5]2[CH:6]=[CH:7][CH:8]=[CH:9][C:4]=2[N:3]=[C:2]1[CH2:10][N:11]([CH2:22][C:23]1[CH:30]=[CH:29][C:26]([CH:27]=O)=[CH:25][CH:24]=1)[CH:12]1[C:21]2[N:20]=[CH:19][CH:18]=[CH:17][C:16]=2[CH2:15][CH2:14][CH2:13]1.[NH:31]1[CH2:36][CH2:35][O:34][CH2:33][CH2:32]1.C([BH3-])#N.[Na+]. The catalyst is CO. The product is [NH:1]1[C:5]2[CH:6]=[CH:7][CH:8]=[CH:9][C:4]=2[N:3]=[C:2]1[CH2:10][N:11]([CH2:22][C:23]1[CH:30]=[CH:29][C:26]([CH2:27][N:31]2[CH2:36][CH2:35][O:34][CH2:33][CH2:32]2)=[CH:25][CH:24]=1)[CH:12]1[C:21]2[N:20]=[CH:19][CH:18]=[CH:17][C:16]=2[CH2:15][CH2:14][CH2:13]1. The yield is 0.0700. (4) The reactants are [O-]P([O-])([O-])=O.[K+].[K+].[K+].[CH2:9]([NH2:16])[C:10]1[CH:15]=[CH:14][CH:13]=[CH:12][CH:11]=1.[Br:17][C:18]1[CH:19]=[C:20](I)[CH:21]=[CH:22][CH:23]=1.C(O)CO. The catalyst is [Cu]I.CCCCCC.C(OCC)(=O)C.CC(O)C. The product is [Br:17][C:18]1[CH:23]=[C:22]([NH:16][CH2:9][C:10]2[CH:15]=[CH:14][CH:13]=[CH:12][CH:11]=2)[CH:21]=[CH:20][CH:19]=1. The yield is 0.830. (5) The reactants are [CH2:1]([NH:8][C:9]([C:11]1[S:15][C:14]([C:16]2[NH:17][N:18]=[CH:19][CH:20]=2)=[N:13][C:12]=1[CH3:21])=[O:10])[C:2]1[CH:7]=[CH:6][CH:5]=[CH:4][CH:3]=1.[F:22][C:23]1[CH:32]=[CH:31][C:26]([O:27][CH2:28][CH2:29]Br)=[CH:25][CH:24]=1.C(=O)([O-])[O-].[K+].[K+]. The catalyst is CS(C)=O.C(OCC)(=O)C. The product is [CH2:1]([NH:8][C:9]([C:11]1[S:15][C:14]([C:16]2[CH:20]=[CH:19][N:18]([CH2:29][CH2:28][O:27][C:26]3[CH:31]=[CH:32][C:23]([F:22])=[CH:24][CH:25]=3)[N:17]=2)=[N:13][C:12]=1[CH3:21])=[O:10])[C:2]1[CH:3]=[CH:4][CH:5]=[CH:6][CH:7]=1. The yield is 0.510. (6) The reactants are [CH3:1][C:2]1[NH:7][C:6](=[O:8])[C:5]([C:9]#[N:10])=[C:4]([CH2:11][CH2:12][CH3:13])[CH:3]=1. The catalyst is CO.N.[Ni]. The product is [NH2:10][CH2:9][C:5]1[C:6](=[O:8])[NH:7][C:2]([CH3:1])=[CH:3][C:4]=1[CH2:11][CH2:12][CH3:13]. The yield is 0.920. (7) The reactants are [N+:1]([C:4]1[CH:9]=[CH:8][CH:7]=[CH:6][C:5]=1[S:10](Cl)(=[O:12])=[O:11])([O-:3])=[O:2].Cl.[CH2:15]([O:22][NH2:23])[C:16]1[CH:21]=[CH:20][CH:19]=[CH:18][CH:17]=1. The catalyst is N1C=CC=CC=1. The product is [CH2:15]([O:22][NH:23][S:10]([C:5]1[CH:6]=[CH:7][CH:8]=[CH:9][C:4]=1[N+:1]([O-:3])=[O:2])(=[O:12])=[O:11])[C:16]1[CH:21]=[CH:20][CH:19]=[CH:18][CH:17]=1. The yield is 0.626. (8) The reactants are C1(P(C2C=CC=CC=2)C2C=CC=CC=2)C=CC=CC=1.[NH:20]1[CH2:25][CH2:24][CH2:23][CH2:22][CH:21]1[CH:26](O)[CH3:27].CCOC(/N=N/C(OCC)=O)=O.O1CCCCC1[N:47]1[C:55]2[C:50](=[CH:51][C:52]([C:56]3[N:60]=[CH:59][N:58](C(C4C=CC=CC=4)(C4C=CC=CC=4)C4C=CC=CC=4)[N:57]=3)=[CH:53][CH:54]=2)[C:49]([C:80]2[CH:81]=[C:82]([OH:86])[CH:83]=[CH:84][CH:85]=2)=[N:48]1.Cl. The catalyst is O1CCCC1. The product is [NH:57]1[C:56]([C:52]2[CH:51]=[C:50]3[C:55](=[CH:54][CH:53]=2)[NH:47][N:48]=[C:49]3[C:80]2[CH:85]=[CH:84][CH:83]=[C:82]([O:86][CH2:27][CH2:26][CH:21]3[CH2:22][CH2:23][CH2:24][CH2:25][NH:20]3)[CH:81]=2)=[N:60][CH:59]=[N:58]1. The yield is 0.480. (9) The product is [N:12]1[CH:17]=[CH:16][C:15]([C:2]2[CH:10]=[CH:9][CH:8]=[C:7]3[C:3]=2[C:4]([NH2:11])=[N:5][NH:6]3)=[CH:14][CH:13]=1. The yield is 0.530. The reactants are Cl[C:2]1[CH:10]=[CH:9][CH:8]=[C:7]2[C:3]=1[C:4]([NH2:11])=[N:5][NH:6]2.[N:12]1[CH:17]=[CH:16][C:15](B(O)O)=[CH:14][CH:13]=1.P([O-])([O-])([O-])=O.[K+].[K+].[K+]. The catalyst is C(O)C.O.C1(C)C=CC=CC=1. (10) The reactants are Br[C:2]1[CH:3]=[C:4]2[C:9](=[CH:10][CH:11]=1)[N:8]=[C:7]([CH3:12])[C:6]([C:13](=[O:18])[C:14]([F:17])([F:16])[F:15])=[C:5]2[C:19]1[CH:24]=[CH:23][CH:22]=[CH:21][CH:20]=1.[NH:25]1[CH2:31][CH2:30][CH2:29][CH2:28][CH2:27][CH2:26]1. No catalyst specified. The product is [N:25]1([C:2]2[CH:3]=[C:4]3[C:9](=[CH:10][CH:11]=2)[N:8]=[C:7]([CH3:12])[C:6]([C:13](=[O:18])[C:14]([F:17])([F:16])[F:15])=[C:5]3[C:19]2[CH:24]=[CH:23][CH:22]=[CH:21][CH:20]=2)[CH2:31][CH2:30][CH2:29][CH2:28][CH2:27][CH2:26]1. The yield is 0.140.